From a dataset of Full USPTO retrosynthesis dataset with 1.9M reactions from patents (1976-2016). Predict the reactants needed to synthesize the given product. (1) Given the product [CH:6]([C:9]1[NH:10][C:11]2[C:16]([C:17]=1[CH:22]=[O:23])=[CH:15][C:14]([O:18][CH3:19])=[CH:13][CH:12]=2)([CH3:8])[CH3:7], predict the reactants needed to synthesize it. The reactants are: P(Cl)(Cl)(Cl)=O.[CH:6]([C:9]1[NH:10][C:11]2[C:16]([CH:17]=1)=[CH:15][C:14]([O:18][CH3:19])=[CH:13][CH:12]=2)([CH3:8])[CH3:7].CN(C)[CH:22]=[O:23]. (2) Given the product [C:2]1([C:1]2[S:8][S:14][C:12](=[S:13])[N:9]=2)[CH:7]=[CH:6][CH:5]=[CH:4][CH:3]=1, predict the reactants needed to synthesize it. The reactants are: [C:1]([NH2:9])(=[S:8])[C:2]1[CH:7]=[CH:6][CH:5]=[CH:4][CH:3]=1.[H-].[Na+].[C:12](=[S:14])=[S:13]. (3) Given the product [ClH:37].[CH3:1][S:2][C:3]1[S:7][C:48]([C:47]([NH2:43])=[NH:57])=[CH:5][C:4]=1[C:12](=[O:20])[NH:49][C:50]1[CH:55]=[CH:54][CH:53]=[CH:52][CH:51]=1, predict the reactants needed to synthesize it. The reactants are: [CH3:1][S:2][C:3]1[S:7]C(C(OC)=O)=[CH:5][C:4]=1[C:12](=[O:20])NC1C=CC=CC=1.COC(C1SC(C)=C(C(O)=S)C=1)=O.C(Cl)(=O)C([Cl:37])=O.C([N:43]([CH2:47][CH3:48])C(C)C)(C)C.[NH2:49][C:50]1[CH:55]=[CH:54][CH:53]=[CH:52][CH:51]=1.C[N:57](C=O)C. (4) Given the product [C:43]([C:34]1[CH:35]=[C:30]([CH:3]([O:4][C:5]2[C:14]([N:15]([CH2:22][O:23][CH2:24][CH2:25][Si:26]([CH3:29])([CH3:28])[CH3:27])[S:16]([CH2:19][CH2:20][CH3:21])(=[O:18])=[O:17])=[N:13][C:12]3[C:7]([N:6]=2)=[CH:8][CH:9]=[CH:10][CH:11]=3)[C:2]([F:38])([F:37])[F:1])[CH:31]=[CH:32][N:33]=1)#[N:44], predict the reactants needed to synthesize it. The reactants are: [F:1][C:2]([F:38])([F:37])[CH:3]([C:30]1[CH:35]=[CH:34][N+:33]([O-])=[CH:32][CH:31]=1)[O:4][C:5]1[C:14]([N:15]([CH2:22][O:23][CH2:24][CH2:25][Si:26]([CH3:29])([CH3:28])[CH3:27])[S:16]([CH2:19][CH2:20][CH3:21])(=[O:18])=[O:17])=[N:13][C:12]2[C:7](=[CH:8][CH:9]=[CH:10][CH:11]=2)[N:6]=1.C[Si]([C:43]#[N:44])(C)C.CN(C)C(Cl)=O.C(=O)(O)[O-].[Na+]. (5) Given the product [F:30][C:27]([F:28])([F:29])[O:26][C:23]1[CH:24]=[CH:25][C:20]([S:17]([N:14]2[CH2:15][CH2:16][CH:11]([O:10][NH:9][C:7](=[O:8])[C:6]([OH:31])=[O:5])[CH2:12][CH2:13]2)(=[O:19])=[O:18])=[CH:21][CH:22]=1, predict the reactants needed to synthesize it. The reactants are: [OH-].[Na+].C([O:5][C:6](=[O:31])[C:7]([NH:9][O:10][CH:11]1[CH2:16][CH2:15][N:14]([S:17]([C:20]2[CH:25]=[CH:24][C:23]([O:26][C:27]([F:30])([F:29])[F:28])=[CH:22][CH:21]=2)(=[O:19])=[O:18])[CH2:13][CH2:12]1)=[O:8])C.